Dataset: Full USPTO retrosynthesis dataset with 1.9M reactions from patents (1976-2016). Task: Predict the reactants needed to synthesize the given product. (1) Given the product [Cl:14][C:13]1[C:7]2[O:6][CH:5]([CH2:4][NH2:1])[CH2:9][C:8]=2[CH:10]=[C:11]([CH3:15])[CH:12]=1, predict the reactants needed to synthesize it. The reactants are: [N:1]([CH2:4][CH:5]1[CH2:9][C:8]2[CH:10]=[C:11]([CH3:15])[CH:12]=[C:13]([Cl:14])[C:7]=2[O:6]1)=[N+]=[N-]. (2) Given the product [NH2:14][C:13]1[N:17]=[CH:11][N:10]=[C:9]2[N:5]([C:1]([CH3:4])([CH3:3])[CH3:2])[N:6]=[C:7]([C:15]#[N:16])[C:8]=12, predict the reactants needed to synthesize it. The reactants are: [C:1]([N:5]1[C:9]([NH:10][CH:11]=O)=[C:8]([C:13]#[N:14])[C:7]([C:15]#[N:16])=[N:6]1)([CH3:4])([CH3:3])[CH3:2].[NH3:17].